From a dataset of Reaction yield outcomes from USPTO patents with 853,638 reactions. Predict the reaction yield, written as a fraction of the theoretical maximum amount of product (1.0 means a 100% yield; for example, 0.34 means a 34% yield). (1) The reactants are [CH2:1]([C:3]1[N:8]=[C:7]([C:9]([NH:11][NH:12][C:13]([NH:15][C:16]2[CH:17]=[C:18]3[C:22](=[CH:23][CH:24]=2)[N:21]([CH3:25])[CH:20]=[CH:19]3)=[S:14])=O)[C:6]([O:26][CH3:27])=[CH:5][C:4]=1[O:28][CH3:29])[CH3:2].[OH-].[Na+].Cl. No catalyst specified. The product is [CH2:1]([C:3]1[N:8]=[C:7]([C:9]2[N:15]([C:16]3[CH:17]=[C:18]4[C:22](=[CH:23][CH:24]=3)[N:21]([CH3:25])[CH:20]=[CH:19]4)[C:13]([SH:14])=[N:12][N:11]=2)[C:6]([O:26][CH3:27])=[CH:5][C:4]=1[O:28][CH3:29])[CH3:2]. The yield is 1.00. (2) The reactants are [Br:1][C:2]1[C:3](=[O:17])[NH:4][C:5](=[O:16])[N:6]([CH2:8][CH2:9][C:10]2[CH:15]=CC=C[CH:11]=2)[N:7]=1.ICCC(C)C. No catalyst specified. The product is [Br:1][C:2]1[C:3](=[O:17])[NH:4][C:5](=[O:16])[N:6]([CH2:8][CH2:9][CH:10]([CH3:11])[CH3:15])[N:7]=1. The yield is 0.270. (3) The reactants are Cl[CH2:2][C:3]1[C:4]([C:16]2[CH:21]=[C:20]([F:22])[CH:19]=[CH:18][C:17]=2[O:23][CH3:24])=[CH:5][CH:6]=[C:7]2[C:12]=1[NH:11][C:10](=[O:13])[C:9]([CH3:15])([CH3:14])[NH:8]2.[CH3:25][C:26]1[CH:32]=[CH:31][C:29]([NH2:30])=[CH:28][CH:27]=1.C(=O)([O-])[O-].[K+].[K+].C(OCC)(=O)C. The catalyst is CN(C)C=O.O. The product is [F:22][C:20]1[CH:19]=[CH:18][C:17]([O:23][CH3:24])=[C:16]([C:4]2[C:3]([CH2:2][NH:30][C:29]3[CH:31]=[CH:32][C:26]([CH3:25])=[CH:27][CH:28]=3)=[C:12]3[C:7]([NH:8][C:9]([CH3:15])([CH3:14])[C:10](=[O:13])[NH:11]3)=[CH:6][CH:5]=2)[CH:21]=1. The yield is 0.800. (4) The product is [NH2:11][C:8]1[S:9][CH:10]=[C:6]([CH2:5][O:4][CH2:3][O:2][CH3:1])[C:7]=1[S:14]([NH2:17])(=[O:15])=[O:16]. The reactants are [CH3:1][O:2][CH2:3][O:4][CH2:5][C:6]1[C:7]([S:14]([NH2:17])(=[O:16])=[O:15])=[C:8]([N+:11]([O-])=O)[S:9][CH:10]=1. The yield is 0.620. The catalyst is C(O)(=O)C.[Fe].